This data is from Forward reaction prediction with 1.9M reactions from USPTO patents (1976-2016). The task is: Predict the product of the given reaction. (1) Given the reactants [Cl:1][C:2]1[CH:10]=[C:9]2[C:5]([C:6]([CH:13]3[CH2:17][CH2:16][CH2:15][CH2:14]3)(O)[C:7](=[O:11])[NH:8]2)=[CH:4][CH:3]=1.C([SiH](CC)CC)C.FC(F)(F)C(O)=O.C(=O)([O-])[O-].[K+].[K+], predict the reaction product. The product is: [Cl:1][C:2]1[CH:10]=[C:9]2[C:5]([CH:6]([CH:13]3[CH2:17][CH2:16][CH2:15][CH2:14]3)[C:7](=[O:11])[NH:8]2)=[CH:4][CH:3]=1. (2) Given the reactants COC=CC(O)=O.C1(=O)[NH:12][C:11](=[O:13])[CH2:10][CH2:9]1.Cl.[CH3:16][O:17][C:18]1[CH:23]=[CH:22][CH:21]=[CH:20][C:19]=1[NH:24]N.[OH-].[Na+].Cl, predict the reaction product. The product is: [CH3:16][O:17][C:18]1[CH:23]=[CH:22][CH:21]=[CH:20][C:19]=1[N:24]1[CH:9]=[CH:10][C:11]([OH:13])=[N:12]1. (3) Given the reactants [CH3:1][C:2]1[C:6]([C:7]2[CH:12]=[CH:11][C:10]([C:13]3[N:14]=[C:15]4[CH:20]=[N:19][CH:18]=[CH:17][N:16]4[C:21]=3[NH:22][CH2:23][C:24]([O:26]C(C)(C)C)=[O:25])=[CH:9][CH:8]=2)=[C:5]([CH3:31])[O:4][N:3]=1.C(O)(C(F)(F)F)=O, predict the reaction product. The product is: [CH3:1][C:2]1[C:6]([C:7]2[CH:8]=[CH:9][C:10]([C:13]3[N:14]=[C:15]4[CH:20]=[N:19][CH:18]=[CH:17][N:16]4[C:21]=3[NH:22][CH2:23][C:24]([OH:26])=[O:25])=[CH:11][CH:12]=2)=[C:5]([CH3:31])[O:4][N:3]=1.